Task: Predict which catalyst facilitates the given reaction.. Dataset: Catalyst prediction with 721,799 reactions and 888 catalyst types from USPTO (1) Reactant: Cl[C:2]1[CH:3]=[C:4]([C:14]([NH:16][CH2:17][C:18]2[C:19](=[O:26])[NH:20][C:21]([CH3:25])=[CH:22][C:23]=2[CH3:24])=[O:15])[C:5]2[CH:10]=[N:9][N:8]([CH:11]([CH3:13])[CH3:12])[C:6]=2[N:7]=1.[CH3:27][NH:28][CH3:29]. Product: [CH3:27][N:28]([CH3:29])[C:2]1[CH:3]=[C:4]([C:14]([NH:16][CH2:17][C:18]2[C:19](=[O:26])[NH:20][C:21]([CH3:25])=[CH:22][C:23]=2[CH3:24])=[O:15])[C:5]2[CH:10]=[N:9][N:8]([CH:11]([CH3:13])[CH3:12])[C:6]=2[N:7]=1. The catalyst class is: 8. (2) The catalyst class is: 3. Product: [O:12]([C:9]1[CH:10]=[CH:11][C:6]([O:5][CH2:4][CH2:3][CH2:2][O:22][C:23]2[CH:28]=[CH:27][C:26]([S:29]([NH2:32])(=[O:30])=[O:31])=[CH:25][CH:24]=2)=[C:7]([CH2:19][CH2:20][CH3:21])[CH:8]=1)[C:13]1[CH:18]=[CH:17][CH:16]=[CH:15][CH:14]=1. Reactant: Br[CH2:2][CH2:3][CH2:4][O:5][C:6]1[CH:11]=[CH:10][C:9]([O:12][C:13]2[CH:18]=[CH:17][CH:16]=[CH:15][CH:14]=2)=[CH:8][C:7]=1[CH2:19][CH2:20][CH3:21].[OH:22][C:23]1[CH:28]=[CH:27][C:26]([S:29]([NH2:32])(=[O:31])=[O:30])=[CH:25][CH:24]=1.C(=O)([O-])[O-].[Cs+].[Cs+]. (3) Reactant: [C:12]([O:11][C:9](O[C:9]([O:11][C:12]([CH3:15])([CH3:14])[CH3:13])=[O:10])=[O:10])([CH3:15])([CH3:14])[CH3:13].[NH2:16][C:17]1[C:18]([OH:27])=[CH:19][C:20]2[C:25]([CH:26]=1)=[CH:24][CH:23]=[CH:22][CH:21]=2. Product: [C:12]([O:11][C:9](=[O:10])[NH:16][C:17]1[C:18]([OH:27])=[CH:19][C:20]2[C:25](=[CH:24][CH:23]=[CH:22][CH:21]=2)[CH:26]=1)([CH3:13])([CH3:14])[CH3:15]. The catalyst class is: 7. (4) Reactant: [F:1][C:2]1[C:3]([O:50][CH3:51])=[CH:4][C:5]([CH2:45][C:46]([F:49])([F:48])[F:47])=[C:6]([C:8]2[N:13]=[C:12]3[N:14](COCC[Si](C)(C)C)[N:15]=[C:16]([C:17]([NH:19][NH2:20])=O)[C:11]3=[C:10]([NH:29][CH2:30][C:31]3[CH:36]=[C:35]([O:37][CH3:38])[CH:34]=[CH:33][C:32]=3[N:39]([CH3:44])[S:40]([CH3:43])(=[O:42])=[O:41])[N:9]=2)[CH:7]=1.[C:52]([CH:54]1[CH2:59][CH2:58][N:57](C(OC(C)(C)C)=O)[CH2:56][CH2:55]1)#[N:53]. Product: [F:1][C:2]1[C:3]([O:50][CH3:51])=[CH:4][C:5]([CH2:45][C:46]([F:47])([F:49])[F:48])=[C:6]([C:8]2[N:13]=[C:12]3[NH:14][N:15]=[C:16]([C:17]4[NH:53][C:52]([CH:54]5[CH2:59][CH2:58][NH:57][CH2:56][CH2:55]5)=[N:20][N:19]=4)[C:11]3=[C:10]([NH:29][CH2:30][C:31]3[CH:36]=[C:35]([O:37][CH3:38])[CH:34]=[CH:33][C:32]=3[N:39]([CH3:44])[S:40]([CH3:43])(=[O:42])=[O:41])[N:9]=2)[CH:7]=1. The catalyst class is: 51. (5) Reactant: [N:1]1[C:10]2[C:5](=[CH:6][C:7]([OH:11])=[CH:8][CH:9]=2)[CH:4]=[CH:3][CH:2]=1.[CH2:12]([N:19]=[C:20]=[O:21])[CH2:13][CH2:14][CH2:15][CH2:16][CH2:17][CH3:18].C(=O)([O-])[O-].[K+].[K+].[I-].[Na+]. Product: [N:1]1[C:10]2[C:5](=[CH:6][C:7]([O:11][C:20](=[O:21])[NH:19][CH2:12][CH2:13][CH2:14][CH2:15][CH2:16][CH2:17][CH3:18])=[CH:8][CH:9]=2)[CH:4]=[CH:3][CH:2]=1. The catalyst class is: 35. (6) Reactant: CN(C(ON1N=NC2C=CC=NC1=2)=[N+](C)C)C.F[P-](F)(F)(F)(F)F.[Cl:25][C:26]1[CH:27]=[N:28][C:29]([N:32]2[CH2:37][CH2:36][CH:35]([C@H:38]([CH3:52])[CH2:39][CH2:40][O:41][C:42]3[CH:50]=[CH:49][C:45]([C:46]([OH:48])=O)=[C:44]([CH3:51])[N:43]=3)[CH2:34][CH2:33]2)=[N:30][CH:31]=1.[NH2:53][CH2:54][C@H:55]([OH:58])[CH2:56][OH:57].CCN(C(C)C)C(C)C. Product: [Cl:25][C:26]1[CH:31]=[N:30][C:29]([N:32]2[CH2:37][CH2:36][CH:35]([C@H:38]([CH3:52])[CH2:39][CH2:40][O:41][C:42]3[CH:50]=[CH:49][C:45]([C:46]([NH:53][CH2:54][C@H:55]([OH:58])[CH2:56][OH:57])=[O:48])=[C:44]([CH3:51])[N:43]=3)[CH2:34][CH2:33]2)=[N:28][CH:27]=1. The catalyst class is: 49. (7) Reactant: [C:1]([C:3]1[CH:8]=[CH:7][C:6]([C:9]2[N:13]3[CH:14]=[C:15]([C:18]4[CH:26]=[CH:25][C:21]([C:22](O)=[O:23])=[CH:20][CH:19]=4)[CH:16]=[CH:17][C:12]3=[N:11][CH:10]=2)=[CH:5][CH:4]=1)#[N:2].CN(C(ON1N=NC2C=CC=NC1=2)=[N+](C)C)C.F[P-](F)(F)(F)(F)F.CN1CCOCC1.[NH:58]1[CH2:63][CH2:62][CH:61]([CH2:64][CH2:65][NH:66][C:67](=[O:73])[O:68][C:69]([CH3:72])([CH3:71])[CH3:70])[CH2:60][CH2:59]1. Product: [C:1]([C:3]1[CH:4]=[CH:5][C:6]([C:9]2[N:13]3[CH:14]=[C:15]([C:18]4[CH:26]=[CH:25][C:21]([C:22]([N:58]5[CH2:63][CH2:62][CH:61]([CH2:64][CH2:65][NH:66][C:67](=[O:73])[O:68][C:69]([CH3:70])([CH3:72])[CH3:71])[CH2:60][CH2:59]5)=[O:23])=[CH:20][CH:19]=4)[CH:16]=[CH:17][C:12]3=[N:11][CH:10]=2)=[CH:7][CH:8]=1)#[N:2]. The catalyst class is: 18.